Dataset: Catalyst prediction with 721,799 reactions and 888 catalyst types from USPTO. Task: Predict which catalyst facilitates the given reaction. (1) The catalyst class is: 4. Reactant: [CH3:1][S:2][C:3]1[N:4]=[CH:5][C:6]2[C:15](=[O:16])[N:14]([C:17]3[CH:18]=[C:19]([CH:24]=[CH:25][CH:26]=3)[C:20]([NH:22][NH2:23])=[O:21])[CH2:13][C@H:12]3[N:8]([CH2:9][CH2:10][CH2:11]3)[C:7]=2[N:27]=1.[CH:28]([N:31]=[C:32]=O)([CH3:30])[CH3:29].C(=O)(O)[O-].[Na+].C(Cl)(Cl)Cl. Product: [CH:28]([NH:31][C:32]1[O:21][C:20]([C:19]2[CH:18]=[C:17]([N:14]3[CH2:13][C@H:12]4[N:8]([CH2:9][CH2:10][CH2:11]4)[C:7]4[N:27]=[C:3]([S:2][CH3:1])[N:4]=[CH:5][C:6]=4[C:15]3=[O:16])[CH:26]=[CH:25][CH:24]=2)=[N:22][N:23]=1)([CH3:30])[CH3:29]. (2) Reactant: [OH:1][C:2]1([C:7]([OH:9])=[O:8])[CH2:6][CH2:5][CH2:4][CH2:3]1.[CH3:10]O. Product: [OH:1][C:2]1([C:7]([O:9][CH3:10])=[O:8])[CH2:6][CH2:5][CH2:4][CH2:3]1. The catalyst class is: 82. (3) Reactant: [CH2:1]([N:3]=[C:4]=[O:5])[CH3:2].[OH:6][CH2:7][CH:8]([C:18]1[CH:23]=[CH:22][CH:21]=[C:20]([C:24]([F:27])([F:26])[F:25])[CH:19]=1)[CH2:9][NH:10][C:11](=[O:17])[O:12][C:13]([CH3:16])([CH3:15])[CH3:14].N. Product: [CH2:1]([NH:3][C:4](=[O:5])[O:6][CH2:7][CH:8]([C:18]1[CH:23]=[CH:22][CH:21]=[C:20]([C:24]([F:25])([F:26])[F:27])[CH:19]=1)[CH2:9][NH:10][C:11]([O:12][C:13]([CH3:15])([CH3:14])[CH3:16])=[O:17])[CH3:2]. The catalyst class is: 17. (4) Reactant: OO.O[Li].O.C([C@@H]1COC(=O)N1[C:19](=[O:43])[C@H:20]([C@H:29]1[N:33]([C:34]([O:36][C:37]([CH3:40])([CH3:39])[CH3:38])=[O:35])[C:32]([CH3:42])([CH3:41])[CH2:31][CH2:30]1)[C:21]1[CH:26]=[CH:25][C:24]([Cl:27])=[C:23]([F:28])[CH:22]=1)C1C=CC=CC=1.[O-:44]S([O-])=O.[Na+:48].[Na+]. Product: [Na+:48].[C:37]([O:36][C:34]([N:33]1[C:32]([CH3:42])([CH3:41])[CH2:31][CH2:30][C@H:29]1[C@H:20]([C:21]1[CH:26]=[CH:25][C:24]([Cl:27])=[C:23]([F:28])[CH:22]=1)[C:19]([O-:43])=[O:44])=[O:35])([CH3:38])([CH3:39])[CH3:40]. The catalyst class is: 20. (5) Reactant: [NH2:1][C:2]1[CH:3]=[C:4]([CH:17]=[CH:18][CH:19]=1)[CH2:5][C:6]1[C:15]2[C:10](=[CH:11][CH:12]=[CH:13][CH:14]=2)[C:9](=[O:16])[NH:8][N:7]=1.[C:20]1([C:26]([CH2:34][CH2:35][CH3:36])([CH2:30][C:31](O)=[O:32])[C:27](O)=[O:28])[CH:25]=[CH:24][CH:23]=[CH:22][CH:21]=1. Product: [O:16]=[C:9]1[C:10]2[C:15](=[CH:14][CH:13]=[CH:12][CH:11]=2)[C:6]([CH2:5][C:4]2[CH:3]=[C:2]([N:1]3[C:31](=[O:32])[CH2:30][C:26]([C:20]4[CH:21]=[CH:22][CH:23]=[CH:24][CH:25]=4)([CH2:34][CH2:35][CH3:36])[C:27]3=[O:28])[CH:19]=[CH:18][CH:17]=2)=[N:7][NH:8]1. The catalyst class is: 5. (6) Reactant: [CH3:1][C:2]1[CH:3]=[CH:4][C:5]([O:8][CH2:9][C:10]([F:13])([F:12])[F:11])=[N:6][CH:7]=1.ClC1C=C(C=CC=1)C(OO)=[O:19].[OH-].[Na+]. Product: [CH3:1][C:2]1[CH:3]=[CH:4][C:5]([O:8][CH2:9][C:10]([F:13])([F:11])[F:12])=[N+:6]([O-:19])[CH:7]=1. The catalyst class is: 4. (7) Reactant: C(OC([N:8]1[CH2:13][CH2:12][CH2:11][C@H:10]([C:14]2[N:18]=[C:17]([C:19]3[CH:24]=[CH:23][C:22]([F:25])=[CH:21][N:20]=3)[O:16][N:15]=2)[CH2:9]1)=O)(C)(C)C.[ClH:26]. Product: [ClH:26].[F:25][C:22]1[CH:23]=[CH:24][C:19]([C:17]2[O:16][N:15]=[C:14]([C@H:10]3[CH2:11][CH2:12][CH2:13][NH:8][CH2:9]3)[N:18]=2)=[N:20][CH:21]=1. The catalyst class is: 2. (8) Product: [CH2:1]([NH:8][C:9]([C:11]1[C:12](=[O:33])[N:13]([OH:25])[C:14]2[C:19]([C:20]=1[OH:21])=[CH:18][C:42]([C:43]([NH:8][CH2:1][C:2]1[CH:7]=[CH:6][CH:5]=[CH:4][CH:3]=1)=[O:45])=[CH:16][N:15]=2)=[O:10])[C:2]1[CH:7]=[CH:6][CH:5]=[CH:4][CH:3]=1. Reactant: [CH2:1]([N:8](CC1C=CC=CC=1)[C:9]([C:11]1[C:12](=[O:33])[N:13]([O:25]CC2C=CC=CC=2)[C:14]2[C:19]([C:20]=1[OH:21])=[CH:18]C(C(N)=O)=[CH:16][N:15]=2)=[O:10])[C:2]1[CH:7]=[CH:6][CH:5]=[CH:4][CH:3]=1.Br.[CH3:42][C:43]([OH:45])=O. The catalyst class is: 6. (9) Reactant: [NH:1]1[CH2:6][CH2:5][NH:4][CH2:3][CH2:2]1.Cl[C:8]1[C:13]([Cl:14])=[CH:12][C:11]([N+:15]([O-:17])=[O:16])=[CH:10][N:9]=1.O. Product: [Cl:14][C:13]1[C:8]([N:1]2[CH2:6][CH2:5][NH:4][CH2:3][CH2:2]2)=[N:9][CH:10]=[C:11]([N+:15]([O-:17])=[O:16])[CH:12]=1. The catalyst class is: 3.